This data is from Reaction yield outcomes from USPTO patents with 853,638 reactions. The task is: Predict the reaction yield, written as a fraction of the theoretical maximum amount of product (1.0 means a 100% yield; for example, 0.34 means a 34% yield). (1) The reactants are [F:1][C:2]1[CH:7]=[CH:6][C:5]([C:8]2[C:17]([CH2:18]O)=[C:16]3[C:11]([NH:12][C:13]([CH3:22])([CH3:21])[C:14](=[O:20])[NH:15]3)=[CH:10][CH:9]=2)=[C:4]([O:23][CH3:24])[CH:3]=1.C(N(CC)CC)C.CS([Cl:36])(=O)=O.C(OCC)(=O)C. The catalyst is ClCCl.O1CCCC1.O. The product is [Cl:36][CH2:18][C:17]1[C:8]([C:5]2[CH:6]=[CH:7][C:2]([F:1])=[CH:3][C:4]=2[O:23][CH3:24])=[CH:9][CH:10]=[C:11]2[C:16]=1[NH:15][C:14](=[O:20])[C:13]([CH3:22])([CH3:21])[NH:12]2. The yield is 0.680. (2) The reactants are [CH2:1]([N:4]1[CH2:11][CH:10]2[C:6]([C:12]3[S:13][C:14]([F:17])=[CH:15][CH:16]=3)([NH:7][O:8][CH2:9]2)[CH2:5]1)[CH:2]=[CH2:3].[C:18]([N:26]=[C:27]=[S:28])(=[O:25])[C:19]1[CH:24]=[CH:23][CH:22]=[CH:21][CH:20]=1. The catalyst is O1CCCC1. The product is [CH2:1]([N:4]1[CH2:11][CH:10]2[C:6]([C:12]3[S:13][C:14]([F:17])=[CH:15][CH:16]=3)([N:7]([C:27]([NH:26][C:18](=[O:25])[C:19]3[CH:20]=[CH:21][CH:22]=[CH:23][CH:24]=3)=[S:28])[O:8][CH2:9]2)[CH2:5]1)[CH:2]=[CH2:3]. The yield is 1.00. (3) The reactants are [Br:1][C:2]1[CH:10]=[C:9](/[CH:11]=[CH:12]/[CH:13]([C:18]2[CH:23]=[C:22]([Cl:24])[C:21]([F:25])=[C:20]([Cl:26])[CH:19]=2)[C:14]([F:17])([F:16])[F:15])[CH:8]=[CH:7][C:3]=1[C:4](O)=[O:5].[NH2:27][CH2:28][C:29]([NH:31][CH2:32][C:33]([F:36])([F:35])[F:34])=[O:30].C1CN([P+](ON2N=NC3C=CC=CC2=3)(N2CCCC2)N2CCCC2)CC1.F[P-](F)(F)(F)(F)F.CCN(C(C)C)C(C)C. The catalyst is C(Cl)Cl.O. The product is [Br:1][C:2]1[CH:10]=[C:9](/[CH:11]=[CH:12]/[CH:13]([C:18]2[CH:19]=[C:20]([Cl:26])[C:21]([F:25])=[C:22]([Cl:24])[CH:23]=2)[C:14]([F:17])([F:16])[F:15])[CH:8]=[CH:7][C:3]=1[C:4]([NH:27][CH2:28][C:29](=[O:30])[NH:31][CH2:32][C:33]([F:36])([F:35])[F:34])=[O:5]. The yield is 0.310. (4) The reactants are [Cl:1][C:2]1[C:3]([C:37]2[C:45]3[C:40](=[CH:41][CH:42]=[CH:43][CH:44]=3)[N:39](S(C3C=CC=CC=3)(=O)=O)[CH:38]=2)=[N:4][C:5]([NH:8][C:9]2[CH:36]=[CH:35][C:12]3[N:13]([CH2:26][C:27]4[CH:32]=[CH:31][C:30]([O:33][CH3:34])=[CH:29][CH:28]=4)[C:14]([C:16]4[CH:21]=[CH:20][C:19]([NH:22]C(=O)C)=[CH:18][CH:17]=4)=[N:15][C:11]=3[CH:10]=2)=[N:6][CH:7]=1.[OH-].[Na+]. The catalyst is O1CCOCC1.C(Cl)Cl. The product is [NH2:22][C:19]1[CH:20]=[CH:21][C:16]([C:14]2[N:13]([CH2:26][C:27]3[CH:32]=[CH:31][C:30]([O:33][CH3:34])=[CH:29][CH:28]=3)[C:12]3[CH:35]=[CH:36][C:9]([NH:8][C:5]4[N:4]=[C:3]([C:37]5[C:45]6[C:40](=[CH:41][CH:42]=[CH:43][CH:44]=6)[NH:39][CH:38]=5)[C:2]([Cl:1])=[CH:7][N:6]=4)=[CH:10][C:11]=3[N:15]=2)=[CH:17][CH:18]=1. The yield is 0.780. (5) The reactants are CC(C1C=C(C(C)C)C=C(C(C)C)C=1S(O[CH2:20][C:21]1([OH:41])[CH2:24][N:23]([C:25]([C:27]2[C:31]([NH:32][C:33]3[CH:38]=[CH:37][C:36]([I:39])=[CH:35][C:34]=3[F:40])=[CH:30][S:29][CH:28]=2)=[O:26])[CH2:22]1)(=O)=O)C.[H-].[Na+].[C:44]([NH2:48])([CH3:47])([CH3:46])[CH3:45]. The catalyst is O1CCCC1. The product is [CH3:45][C:44]([NH:48][CH2:20][C:21]1([OH:41])[CH2:24][N:23]([C:25]([C:27]2[C:31]([NH:32][C:33]3[CH:38]=[CH:37][C:36]([I:39])=[CH:35][C:34]=3[F:40])=[CH:30][S:29][CH:28]=2)=[O:26])[CH2:22]1)([CH3:47])[CH3:46]. The yield is 0.110. (6) The product is [CH3:21][C:17]1([CH3:22])[CH2:16][C:15]2([CH2:23][CH2:24][CH2:25][N:13]([CH:10]3[CH2:11][CH2:12][N:7]([C:5]([C:4]4[CH:3]=[C:2]([C:35]5[CH:40]=[CH:39][CH:38]=[CH:37][CH:36]=5)[CH:28]=[C:27]([C:29]5[CH:30]=[N:31][CH:32]=[CH:33][CH:34]=5)[CH:26]=4)=[O:6])[CH2:8][CH2:9]3)[CH2:14]2)[C:19](=[O:20])[O:18]1. The catalyst is COCCOC.O.C1C=CC([P]([Pd]([P](C2C=CC=CC=2)(C2C=CC=CC=2)C2C=CC=CC=2)([P](C2C=CC=CC=2)(C2C=CC=CC=2)C2C=CC=CC=2)[P](C2C=CC=CC=2)(C2C=CC=CC=2)C2C=CC=CC=2)(C2C=CC=CC=2)C2C=CC=CC=2)=CC=1. The reactants are Br[C:2]1[CH:3]=[C:4]([CH:26]=[C:27]([C:29]2[CH:30]=[N:31][CH:32]=[CH:33][CH:34]=2)[CH:28]=1)[C:5]([N:7]1[CH2:12][CH2:11][CH:10]([N:13]2[CH2:25][CH2:24][CH2:23][C:15]3([C:19](=[O:20])[O:18][C:17]([CH3:22])([CH3:21])[CH2:16]3)[CH2:14]2)[CH2:9][CH2:8]1)=[O:6].[C:35]1(B(O)O)[CH:40]=[CH:39][CH:38]=[CH:37][CH:36]=1.C(=O)([O-])[O-].[Na+].[Na+].C(OCC)(=O)C. The yield is 0.410. (7) The reactants are Cl[C:2]1([C:8]([O:10][CH3:11])=[O:9])[C:6](=[O:7])[CH:5]=[CH:4][S:3]1.[CH3:12][C:13]1[C:21]([CH3:22])=[CH:20][C:16]2[NH:17][CH:18]=[N:19][C:15]=2[CH:14]=1.C(O)(=O)C. The catalyst is C(Cl)(Cl)Cl. The product is [OH:7][C:6]1[CH:5]=[C:4]([N:17]2[C:16]3[CH:20]=[C:21]([CH3:22])[C:13]([CH3:12])=[CH:14][C:15]=3[N:19]=[CH:18]2)[S:3][C:2]=1[C:8]([O:10][CH3:11])=[O:9]. The yield is 0.500.